This data is from Forward reaction prediction with 1.9M reactions from USPTO patents (1976-2016). The task is: Predict the product of the given reaction. (1) Given the reactants [NH2:1][C@H:2]([CH2:7][OH:8])[C@H:3]([CH2:5][CH3:6])[CH3:4].[CH2:9]1[CH2:15][S:12](=[O:14])(=[O:13])[O:11][CH2:10]1, predict the reaction product. The product is: [OH:8][CH2:7][C@@H:2]([NH:1][CH2:10][CH2:9][CH2:15][S:12]([OH:14])(=[O:13])=[O:11])[CH:3]([CH3:4])[CH2:5][CH3:6]. (2) The product is: [CH2:1]([O:8][C:9]1[C:10]([C:27]([O:29][CH3:30])=[O:28])=[N:11][N:12]2[CH:18]([C:19]3[CH:20]=[CH:21][CH:22]=[CH:23][CH:24]=3)[CH2:25][NH:26][C:14](=[O:16])[C:13]=12)[C:2]1[CH:3]=[CH:4][CH:5]=[CH:6][CH:7]=1. Given the reactants [CH2:1]([O:8][C:9]1[C:10]([C:27]([O:29][CH3:30])=[O:28])=[N:11][N:12]([CH:18]([C:25]#[N:26])[C:19]2[CH:24]=[CH:23][CH:22]=[CH:21][CH:20]=2)[C:13]=1[C:14]([O:16]C)=O)[C:2]1[CH:7]=[CH:6][CH:5]=[CH:4][CH:3]=1.N, predict the reaction product. (3) Given the reactants [CH2:1]([NH2:3])[CH3:2].[CH3:4][C:5]1[N:10]=[C:9]([CH:11]=O)[CH:8]=[CH:7][CH:6]=1, predict the reaction product. The product is: [CH2:1]([NH:3][CH2:11][C:9]1[CH:8]=[CH:7][CH:6]=[C:5]([CH3:4])[N:10]=1)[CH3:2]. (4) Given the reactants Cl[C:2]1[CH:7]=[CH:6][C:5]([CH3:8])=[C:4]([O:9][CH2:10][C:11](Cl)=[O:12])[CH:3]=1.[CH:14]1[CH:15]=[CH:16][N:17]2[CH2:23][C:22]3[CH:24]=[CH:25][CH:26]=[CH:27][C:21]=3[NH:20][CH2:19][C:18]=12.C(N(CC)CC)C.[Cl:35]CCl, predict the reaction product. The product is: [Cl:35][C:7]1[CH:2]=[CH:3][C:4]([O:9][CH2:10][C:11]([N:20]2[C:21]3[CH:27]=[CH:26][CH:25]=[CH:24][C:22]=3[CH2:23][N:17]3[CH:16]=[CH:15][CH:14]=[C:18]3[CH2:19]2)=[O:12])=[C:5]([CH3:8])[CH:6]=1.